Task: Predict the product of the given reaction.. Dataset: Forward reaction prediction with 1.9M reactions from USPTO patents (1976-2016) (1) Given the reactants [C:1]([P:5]([C:10]1[CH:15]=[CH:14][C:13]([CH3:16])=[C:12]([P:17]([C:24]2[CH:29]=[CH:28][CH:27]=[CH:26][CH:25]=2)[C:18]2[CH:23]=[CH:22][CH:21]=[CH:20][CH:19]=2)[C:11]=1[CH3:30])[C:6]([CH3:9])([CH3:8])[CH3:7])([CH3:4])([CH3:3])[CH3:2].P.P, predict the reaction product. The product is: [C:1]([P:5]([C:10]1[CH:15]=[CH:14][C:13]([CH3:16])=[C:12]([P:17]([C:24]2[CH:29]=[CH:28][CH:27]=[CH:26][CH:25]=2)[C:18]2[CH:23]=[CH:22][CH:21]=[CH:20][CH:19]=2)[C:11]=1[CH3:30])[C:6]([CH3:7])([CH3:9])[CH3:8])([CH3:2])([CH3:3])[CH3:4]. (2) Given the reactants [Br:1][C:2]1[CH:7]=[C:6]([C:8]2[O:12][N:11]=[C:10]([C:13]3[CH:18]=[CH:17][C:16]([O:19]C)=[CH:15][CH:14]=3)[N:9]=2)[CH:5]=[CH:4][N:3]=1.[N+](C1C=C(C2OC3C=C(O)C=CC=3C=2)C=CN=1)([O-])=O, predict the reaction product. The product is: [Br:1][C:2]1[CH:7]=[C:6]([C:8]2[O:12][N:11]=[C:10]([C:13]3[CH:18]=[CH:17][C:16]([OH:19])=[CH:15][CH:14]=3)[N:9]=2)[CH:5]=[CH:4][N:3]=1. (3) Given the reactants [NH2:1][C:2](=[S:8])[C:3]([O:5][CH2:6][CH3:7])=[O:4].Br[CH2:10][C:11](=O)[C:12]([OH:14])=[O:13], predict the reaction product. The product is: [CH2:6]([O:5][C:3]([C:2]1[S:8][CH:10]=[C:11]([C:12]([OH:14])=[O:13])[N:1]=1)=[O:4])[CH3:7]. (4) Given the reactants [CH2:1]([O:8][C:9]1[CH:10]=[CH:11][C:12]([C@@H:20]([O:41][Si](C(C)(C)C)(C)C)[CH2:21][NH:22][CH2:23][C@@H:24]2[CH2:28][CH2:27][CH2:26][N:25]2[CH2:29][CH2:30][CH2:31][O:32][CH2:33][CH2:34][C:35]2[CH:40]=[CH:39][CH:38]=[CH:37][CH:36]=2)=[C:13]2[C:18]=1[NH:17][C:16](=[O:19])[CH:15]=[CH:14]2)[C:2]1[CH:7]=[CH:6][CH:5]=[CH:4][CH:3]=1.F.F.F.C(N(CC)CC)C, predict the reaction product. The product is: [CH2:1]([O:8][C:9]1[CH:10]=[CH:11][C:12]([C@@H:20]([OH:41])[CH2:21][NH:22][CH2:23][C@@H:24]2[CH2:28][CH2:27][CH2:26][N:25]2[CH2:29][CH2:30][CH2:31][O:32][CH2:33][CH2:34][C:35]2[CH:40]=[CH:39][CH:38]=[CH:37][CH:36]=2)=[C:13]2[C:18]=1[NH:17][C:16](=[O:19])[CH:15]=[CH:14]2)[C:2]1[CH:3]=[CH:4][CH:5]=[CH:6][CH:7]=1. (5) Given the reactants [Cl:1][C:2]1[CH:10]=[C:9]2[C:5](/[C:6](=[CH:12]/[C:13]3[CH:17]=[CH:16][O:15][CH:14]=3)/[C:7](=[O:11])[NH:8]2)=[CH:4][CH:3]=1.[C:18]([O:22][C:23](O[C:23]([O:22][C:18]([CH3:21])([CH3:20])[CH3:19])=[O:24])=[O:24])([CH3:21])([CH3:20])[CH3:19], predict the reaction product. The product is: [C:18]([O:22][C:23]([N:8]1[C:9]2[C:5](=[CH:4][CH:3]=[C:2]([Cl:1])[CH:10]=2)/[C:6](=[CH:12]/[C:13]2[CH:17]=[CH:16][O:15][CH:14]=2)/[C:7]1=[O:11])=[O:24])([CH3:21])([CH3:20])[CH3:19]. (6) Given the reactants [C:1]1([S:7]([N:10]2[C:14]3[N:15]=[N:16][C:17]([CH2:19][CH2:20][CH2:21][CH2:22][N:23]4[CH:27]=[C:26]([C:28]([O:30][CH3:31])=[O:29])[N:25]=[N:24]4)=[CH:18][C:13]=3[CH:12]=[CH:11]2)(=[O:9])=[O:8])[CH:6]=[CH:5][CH:4]=[CH:3][CH:2]=1.[Br:32]Br, predict the reaction product. The product is: [Br:32][C:12]1[C:13]2[CH:18]=[C:17]([CH2:19][CH2:20][CH2:21][CH2:22][N:23]3[CH:27]=[C:26]([C:28]([O:30][CH3:31])=[O:29])[N:25]=[N:24]3)[N:16]=[N:15][C:14]=2[N:10]([S:7]([C:1]2[CH:6]=[CH:5][CH:4]=[CH:3][CH:2]=2)(=[O:9])=[O:8])[CH:11]=1. (7) Given the reactants [CH3:1][C:2]1[CH:7]=[C:6]([CH3:8])[CH:5]=[CH:4][C:3]=1[N:9]1[CH2:14][CH2:13][N:12]([C:15]([C:17]2[CH:22]=[CH:21][C:20]([NH:23][S:24]([CH3:27])(=[O:26])=[O:25])=[CH:19][CH:18]=2)=[O:16])[CH2:11][CH2:10]1.Br[CH2:29][CH2:30][CH2:31][O:32][CH:31]1[CH2:30][CH2:29]CC[O:32]1, predict the reaction product. The product is: [CH3:1][C:2]1[CH:7]=[C:6]([CH3:8])[CH:5]=[CH:4][C:3]=1[N:9]1[CH2:14][CH2:13][N:12]([C:15]([C:17]2[CH:22]=[CH:21][C:20]([N:23]([CH2:29][CH2:30][CH2:31][OH:32])[S:24]([CH3:27])(=[O:26])=[O:25])=[CH:19][CH:18]=2)=[O:16])[CH2:11][CH2:10]1.